Dataset: Catalyst prediction with 721,799 reactions and 888 catalyst types from USPTO. Task: Predict which catalyst facilitates the given reaction. (1) Reactant: Cl.[CH3:2][C:3]1[CH:4]=[C:5]([NH:10][NH2:11])[CH:6]=[CH:7][C:8]=1[CH3:9].C(=O)([O-])[O-].[K+].[K+].C([O:20][C:21](=O)[C:22](=COCC)[C:23](OCC)=O)C.Cl. Product: [CH3:2][C:3]1[CH:4]=[C:5]([N:10]2[CH:23]=[CH:22][C:21](=[O:20])[NH:11]2)[CH:6]=[CH:7][C:8]=1[CH3:9]. The catalyst class is: 8. (2) Reactant: [Cl:1][C:2]1[C:6]([C:7]([F:10])([F:9])[F:8])=[N:5][N:4]([CH3:11])[C:3]=1[C:12]1[CH:13]=[C:14]([NH2:20])[CH:15]=[CH:16][C:17]=1[O:18][CH3:19].[Cl:21][C:22]1[CH:27]=[CH:26][C:25]([N:28]=[C:29]=[O:30])=[CH:24][CH:23]=1. Product: [Cl:1][C:2]1[C:6]([C:7]([F:10])([F:8])[F:9])=[N:5][N:4]([CH3:11])[C:3]=1[C:12]1[CH:13]=[C:14]([NH:20][C:29]([NH:28][C:25]2[CH:26]=[CH:27][C:22]([Cl:21])=[CH:23][CH:24]=2)=[O:30])[CH:15]=[CH:16][C:17]=1[O:18][CH3:19]. The catalyst class is: 2. (3) Reactant: [CH2:1]([O:8][C:9]1[C:14]([C:15]([CH3:18])([CH3:17])[CH3:16])=[CH:13][CH:12]=[CH:11][C:10]=1[C:19]([C:22]1[CH:23]=[C:24]([C:28]2[CH:33]=[CH:32][CH:31]=[CH:30][C:29]=2[O:34][CH3:35])[CH:25]=[CH:26][CH:27]=1)(O)[CH3:20])[C:2]1[CH:7]=[CH:6][CH:5]=[CH:4][CH:3]=1.C1(C)C=CC(S(O)(=O)=O)=CC=1. Product: [CH2:1]([O:8][C:9]1[C:14]([C:15]([CH3:17])([CH3:16])[CH3:18])=[CH:13][CH:12]=[CH:11][C:10]=1[C:19]([C:22]1[CH:23]=[C:24]([C:28]2[CH:33]=[CH:32][CH:31]=[CH:30][C:29]=2[O:34][CH3:35])[CH:25]=[CH:26][CH:27]=1)=[CH2:20])[C:2]1[CH:3]=[CH:4][CH:5]=[CH:6][CH:7]=1. The catalyst class is: 133. (4) Reactant: [C:1]1([C@H:7]([NH:26][C:27]([O:29][C@@H:30]2[CH:35]3[CH2:36][CH2:37][N:32]([CH2:33][CH2:34]3)[CH2:31]2)=[O:28])[C:8]2[CH:9]=[C:10]([CH:23]=[CH:24][CH:25]=2)[O:11][CH2:12][C:13]2[CH:22]=[CH:21][C:16]([C:17]([O:19]C)=[O:18])=[CH:15][CH:14]=2)[CH:6]=[CH:5][CH:4]=[CH:3][CH:2]=1.[OH-].[Li+].Cl. Product: [C:1]1([C@H:7]([NH:26][C:27]([O:29][C@@H:30]2[CH:35]3[CH2:36][CH2:37][N:32]([CH2:33][CH2:34]3)[CH2:31]2)=[O:28])[C:8]2[CH:9]=[C:10]([CH:23]=[CH:24][CH:25]=2)[O:11][CH2:12][C:13]2[CH:14]=[CH:15][C:16]([C:17]([OH:19])=[O:18])=[CH:21][CH:22]=2)[CH:6]=[CH:5][CH:4]=[CH:3][CH:2]=1. The catalyst class is: 1. (5) Reactant: [NH2:1][C:2]1[N:3]=[C:4]([N:16]2[CH2:21][CH2:20][NH:19][CH2:18][CH2:17]2)[C:5]2[C:10]([C:11]([O:13][CH2:14][CH3:15])=[O:12])=[CH:9][S:8][C:6]=2[N:7]=1.[CH3:22][O:23][C:24]1[CH:29]=[CH:28][C:27]([N:30]=[C:31]=[O:32])=[CH:26][CH:25]=1. Product: [NH2:1][C:2]1[N:3]=[C:4]([N:16]2[CH2:21][CH2:20][N:19]([C:31]([NH:30][C:27]3[CH:28]=[CH:29][C:24]([O:23][CH3:22])=[CH:25][CH:26]=3)=[O:32])[CH2:18][CH2:17]2)[C:5]2[C:10]([C:11]([O:13][CH2:14][CH3:15])=[O:12])=[CH:9][S:8][C:6]=2[N:7]=1. The catalyst class is: 545. (6) The catalyst class is: 7. Product: [Br:13][C:9]1[S:8][CH:7]=[C:5]2[C:4]=1[S:3][C:2]([CH3:1])=[N:6]2. Reactant: [CH3:1][C:2]1[S:3][C:4]2[C:5](=[CH:7][S:8][CH:9]=2)[N:6]=1.C(=O)=O.[Br:13]N1C(=O)CCC1=O.[Cl-].[Na+]. (7) Reactant: [O:1]=[C:2]1[CH2:27][CH2:26][C@@:25]2([CH3:28])[C:4]([CH2:5][CH2:6][C@@H:7]3[C@@H:24]2[CH2:23][CH2:22][C@@:21]2([CH3:29])[C@H:8]3[CH2:9][CH2:10][C@@H:11]2[C@H:12]([CH3:20])[CH:13]=[CH:14][C:15]([O:17]CC)=[O:16])=[CH:3]1.[OH-].[K+]. Product: [O:1]=[C:2]1[CH2:27][CH2:26][C@@:25]2([CH3:28])[C@H:4]([CH2:5][CH2:6][C@@H:7]3[C@@H:24]2[CH2:23][CH2:22][C@@:21]2([CH3:29])[C@H:8]3[CH2:9][CH2:10][C@@H:11]2[C@H:12]([CH3:20])[CH2:13][CH2:14][C:15]([OH:17])=[O:16])[CH2:3]1. The catalyst class is: 29.